This data is from Forward reaction prediction with 1.9M reactions from USPTO patents (1976-2016). The task is: Predict the product of the given reaction. (1) The product is: [C:6]([CH2:7][N:8]([CH2:49][C:50]([OH:56])=[O:51])[CH:9]([CH2:39][C:40]1[CH:45]=[CH:44][C:43]([N+:46]([O-:48])=[O:47])=[CH:42][CH:41]=1)[CH2:10][N:11]([CH2:20][CH2:21][N:22]([CH2:23][C:24]([OH:30])=[O:25])[CH2:31][C:32]([OH:34])=[O:33])[CH2:12][C:13]([OH:15])=[O:14])([OH:57])=[O:5]. Given the reactants C([O:5][C:6](=[O:57])[CH2:7][N:8]([CH2:49][C:50](=[O:56])[O:51]C(C)(C)C)[CH:9]([CH2:39][C:40]1[CH:45]=[CH:44][C:43]([N+:46]([O-:48])=[O:47])=[CH:42][CH:41]=1)[CH2:10][N:11]([CH2:20][CH2:21][N:22]([CH2:31][C:32]([O:34]C(C)(C)C)=[O:33])[CH2:23][C:24](=[O:30])[O:25]C(C)(C)C)[CH2:12][C:13]([O:15]C(C)(C)C)=[O:14])(C)(C)C.Cl.CCOCC, predict the reaction product. (2) Given the reactants [F:1][C:2]1[C:3]([N:25]2[N:29]=[CH:28][CH:27]=[N:26]2)=[C:4]([CH:22]=[CH:23][CH:24]=1)[C:5]([N:7]1[C@H:14]2[C@H:9]([CH2:10][CH2:11][N:12](C(OC(C)(C)C)=O)[CH2:13]2)[CH2:8]1)=[O:6].C(O)(C(F)(F)F)=O, predict the reaction product. The product is: [C@H:14]12[N:7]([C:5]([C:4]3[CH:22]=[CH:23][CH:24]=[C:2]([F:1])[C:3]=3[N:25]3[N:29]=[CH:28][CH:27]=[N:26]3)=[O:6])[CH2:8][C@H:9]1[CH2:10][CH2:11][NH:12][CH2:13]2.